Dataset: Reaction yield outcomes from USPTO patents with 853,638 reactions. Task: Predict the reaction yield, written as a fraction of the theoretical maximum amount of product (1.0 means a 100% yield; for example, 0.34 means a 34% yield). (1) The reactants are [C:1]([O:4][CH2:5][CH:6]=[CH2:7])(=[O:3])[CH3:2].C(O)C=C.[C:12]([CH2:14][CH2:15][C@H:16]1[CH2:20][C@H:19](C(OCC)=O)[C@H:18](C)[CH2:17]1)#[N:13]. The catalyst is CC(C)[O-].[Ti+4].CC(C)[O-].CC(C)[O-].CC(C)[O-]. The product is [C:12]([CH2:14][CH2:15][C@H:16]1[CH2:20][C@H:2]([C:1]([O:4][CH2:5][CH:6]=[CH2:7])=[O:3])[C@H:18]([CH3:19])[CH2:17]1)#[N:13]. The yield is 0.990. (2) The product is [CH3:1][O:2][CH2:3][C:4]1[NH:7][N:8]=[C:9]([SH:10])[N:11]=1. The yield is 0.330. The catalyst is N1C=CC=CC=1. The reactants are [CH3:1][O:2][CH2:3][C:4](Cl)=O.[NH2:7][NH:8][C:9]([NH2:11])=[S:10]. (3) The reactants are CC1(C)C(C)(C)OB([C:9]2[CH:14]=[CH:13][C:12]([S:15]([C:18]3[C:19]([CH3:24])=[CH:20][CH:21]=[CH:22][CH:23]=3)(=[O:17])=[O:16])=[CH:11][CH:10]=2)O1.[CH3:26][O:27][C:28](=[O:50])[CH2:29][C:30]1[C:39]([CH3:40])=[C:38](OS(C(F)(F)F)(=O)=O)[C:37]2[C:32](=[CH:33][CH:34]=[C:35]([F:49])[CH:36]=2)[CH:31]=1.[O-]P([O-])([O-])=O.[K+].[K+].[K+].C1(P(C2CCCCC2)C2C=CC=CC=2C2C(OC)=CC=CC=2OC)CCCCC1. The catalyst is [Cl-].[Na+].O.C(OCC)(=O)C.C([O-])(=O)C.[Pd+2].C([O-])(=O)C.O.C1(C)C=CC=CC=1. The yield is 0.310. The product is [CH3:26][O:27][C:28](=[O:50])[CH2:29][C:30]1[C:39]([CH3:40])=[C:38]([C:9]2[CH:10]=[CH:11][C:12]([S:15]([C:18]3[C:19]([CH3:24])=[CH:20][CH:21]=[CH:22][CH:23]=3)(=[O:16])=[O:17])=[CH:13][CH:14]=2)[C:37]2[C:32](=[CH:33][CH:34]=[C:35]([F:49])[CH:36]=2)[CH:31]=1. (4) The reactants are C([O:4][CH2:5][C@@:6]([NH:27]C(=O)C)([CH3:26])[CH2:7][CH2:8][C:9]1[N:10]([CH3:25])[C:11]([CH2:14][CH2:15][CH2:16][CH2:17][CH2:18][C:19]2[CH:24]=[CH:23][CH:22]=[CH:21][CH:20]=2)=[CH:12][CH:13]=1)(=O)C.O1CCCC1.CO.O.[OH-].[Li+]. The catalyst is O. The product is [NH2:27][C@:6]([CH3:26])([CH2:7][CH2:8][C:9]1[N:10]([CH3:25])[C:11]([CH2:14][CH2:15][CH2:16][CH2:17][CH2:18][C:19]2[CH:20]=[CH:21][CH:22]=[CH:23][CH:24]=2)=[CH:12][CH:13]=1)[CH2:5][OH:4]. The yield is 0.900.